From a dataset of Full USPTO retrosynthesis dataset with 1.9M reactions from patents (1976-2016). Predict the reactants needed to synthesize the given product. (1) Given the product [CH3:38][C:39]1[O:43][N:42]=[C:41]([CH2:44][NH:45][C:3]([C:5]2[N:14]3[C:8]([CH2:9][N:10]([C:19]([C:21]4[CH:26]=[CH:25][C:24]([C:27]5[C:28]([CH3:34])=[CH:29][CH:30]=[CH:31][C:32]=5[CH3:33])=[C:23]([CH3:35])[CH:22]=4)=[O:20])[C:11]4[CH:18]=[CH:17][CH:16]=[CH:15][C:12]=4[CH2:13]3)=[CH:7][CH:6]=2)=[O:4])[CH:40]=1, predict the reactants needed to synthesize it. The reactants are: ClC(Cl)(Cl)[C:3]([C:5]1[N:14]2[C:8]([CH2:9][N:10]([C:19]([C:21]3[CH:26]=[CH:25][C:24]([C:27]4[C:32]([CH3:33])=[CH:31][CH:30]=[CH:29][C:28]=4[CH3:34])=[C:23]([CH3:35])[CH:22]=3)=[O:20])[C:11]3[CH:18]=[CH:17][CH:16]=[CH:15][C:12]=3[CH2:13]2)=[CH:7][CH:6]=1)=[O:4].[CH3:38][C:39]1[O:43][N:42]=[C:41]([CH2:44][NH2:45])[CH:40]=1.CS(C)=O.C(N(CC)CC)C. (2) Given the product [NH2:5][C:6]([N:18]1[CH2:17][CH2:16][N:15]([CH2:14][C:8]2[CH:9]=[CH:10][CH:11]=[CH:12][CH:13]=2)[CH2:20][CH2:19]1)=[S:7], predict the reactants needed to synthesize it. The reactants are: C([N:5]=[C:6]=[S:7])(C)(C)C.[C:8]1([CH2:14][N:15]2[CH2:20][CH2:19][NH:18][CH2:17][CH2:16]2)[CH:13]=[CH:12][CH:11]=[CH:10][CH:9]=1.Cl.[OH-].[Na+]. (3) Given the product [Cl:1][C:2]1[CH:7]=[CH:6][N:5]=[C:4]2[C:8]([C:11]([NH:13][C@H:14]3[CH2:19][CH2:18][CH2:17][CH2:16][C@@H:15]3[OH:20])=[O:12])=[CH:9][N:10]([CH2:23][C:24]3[CH:25]=[N:26][N:27]([CH3:29])[CH:28]=3)[C:3]=12, predict the reactants needed to synthesize it. The reactants are: [Cl:1][C:2]1[CH:7]=[CH:6][N:5]=[C:4]2[C:8]([C:11]([NH:13][C@H:14]3[CH2:19][CH2:18][CH2:17][CH2:16][C@@H:15]3[OH:20])=[O:12])=[CH:9][NH:10][C:3]=12.Cl.Cl[CH2:23][C:24]1[CH:25]=[N:26][N:27]([CH3:29])[CH:28]=1.C(=O)([O-])[O-].[Cs+].[Cs+]. (4) Given the product [NH:37]([CH2:36][CH2:35][CH2:34][C@H:26]([NH:25][C:23]([C:19]1[C:18](=[O:59])[N:17]([CH2:16][C:11]2[CH:12]=[CH:13][CH:14]=[CH:15][C:10]=2[C:6]2[CH:7]=[CH:8][CH:9]=[C:4]([CH:1]([CH3:2])[CH3:3])[CH:5]=2)[CH:22]=[CH:21][CH:20]=1)=[O:24])[C:27]([OH:29])=[O:28])[C:38]([NH2:40])=[NH:39].[C:60]([OH:66])([C:62]([F:65])([F:64])[F:63])=[O:61], predict the reactants needed to synthesize it. The reactants are: [CH:1]([C:4]1[CH:5]=[C:6]([C:10]2[CH:15]=[CH:14][CH:13]=[CH:12][C:11]=2[CH2:16][N:17]2[CH:22]=[CH:21][CH:20]=[C:19]([C:23]([NH:25][C@@H:26]([CH2:34][CH2:35][CH2:36][NH:37][C:38]([NH:40]S(C3C(C)=C4C(=C(C)C=3C)OC(C)(C)CC4)(=O)=O)=[NH:39])[C:27]([O:29]C(C)(C)C)=[O:28])=[O:24])[C:18]2=[O:59])[CH:7]=[CH:8][CH:9]=1)([CH3:3])[CH3:2].[C:60]([OH:66])([C:62]([F:65])([F:64])[F:63])=[O:61].C([SiH](CC)CC)C.